From a dataset of Reaction yield outcomes from USPTO patents with 853,638 reactions. Predict the reaction yield, written as a fraction of the theoretical maximum amount of product (1.0 means a 100% yield; for example, 0.34 means a 34% yield). (1) The reactants are [C:1](=[O:23])([O:20][CH2:21][CH3:22])[O:2][C:3]1[CH:8]=[CH:7][C:6]([CH3:9])=[CH:5][C:4]=1[CH:10]1[CH:17]2[CH2:18][CH:13]3[CH2:14][CH:15]([CH2:19][CH:11]1[CH2:12]3)[CH2:16]2.[N+:24]([O-])([O-:26])=[O:25].[K+]. The product is [C:1](=[O:23])([O:20][CH2:21][CH3:22])[O:2][C:3]1[CH:8]=[C:7]([N+:24]([O-:26])=[O:25])[C:6]([CH3:9])=[CH:5][C:4]=1[CH:10]1[CH:11]2[CH2:19][CH:15]3[CH2:14][CH:13]([CH2:18][CH:17]1[CH2:16]3)[CH2:12]2. The yield is 0.250. The catalyst is OS(O)(=O)=O. (2) The reactants are [Si]([O:8][C@H:9]1[C@@:36]2([CH3:37])[C:13](=[CH:14][CH:15]=[C:16]3[C@@H:35]2[CH2:34][CH2:33][C@@:32]2([CH3:38])[C@H:17]3[CH2:18][CH:19]=[C:20]2[C@@H:21]([S:23][CH2:24][CH2:25][C:26]([CH2:30][CH3:31])([OH:29])[CH2:27][CH3:28])[CH3:22])[CH2:12][C@@H:11]([OH:39])[CH2:10]1)(C(C)(C)C)(C)C.[F-].C([N+](CCCC)(CCCC)CCCC)CCC. The catalyst is O1CCCC1. The product is [OH:8][C@@H:9]1[C@@:36]2([CH3:37])[C:13](=[CH:14][CH:15]=[C:16]3[C@@H:35]2[CH2:34][CH2:33][C@@:32]2([CH3:38])[C@H:17]3[CH2:18][CH:19]=[C:20]2[C@@H:21]([S:23][CH2:24][CH2:25][C:26]([CH2:30][CH3:31])([OH:29])[CH2:27][CH3:28])[CH3:22])[CH2:12][C@@H:11]([OH:39])[CH2:10]1. The yield is 0.640.